Dataset: Catalyst prediction with 721,799 reactions and 888 catalyst types from USPTO. Task: Predict which catalyst facilitates the given reaction. (1) Reactant: CC1(C)[O:7][CH2:6][C:5]([CH2:17][F:18])([CH2:8][N:9]2[CH:13]=[CH:12][N:11]=[C:10]2[N+:14]([O-:16])=[O:15])[CH2:4][O:3]1.Cl. Product: [OH:3][CH2:4][C:5]([CH2:6][OH:7])([CH2:17][F:18])[CH2:8][N:9]1[CH:13]=[CH:12][N:11]=[C:10]1[N+:14]([O-:16])=[O:15]. The catalyst class is: 5. (2) Product: [CH2:1]([O:3][C:4]([C:6]1[C:10]([N+:11]([O-:13])=[O:12])=[CH:9][N:8]([CH2:26][C:25]2[CH:28]=[CH:29][C:22]([O:21][CH3:20])=[CH:23][CH:24]=2)[N:7]=1)=[O:5])[CH3:2]. The catalyst class is: 23. Reactant: [CH2:1]([O:3][C:4]([C:6]1[C:10]([N+:11]([O-:13])=[O:12])=[CH:9][NH:8][N:7]=1)=[O:5])[CH3:2].C([O-])([O-])=O.[K+].[K+].[CH3:20][O:21][C:22]1[CH:29]=[CH:28][C:25]([CH2:26]Cl)=[CH:24][CH:23]=1. (3) Product: [CH2:35]([S:36]([N:1]1[CH2:2][CH2:3][CH:4]([N:7]2[C:12]3[C:13]4[CH:19]=[CH:18][N:17]([CH2:20][O:21][CH2:22][CH2:23][Si:24]([CH3:25])([CH3:27])[CH3:26])[C:14]=4[N:15]=[CH:16][C:11]=3[CH2:10][NH:9][C:8]2=[O:28])[CH2:5][CH2:6]1)(=[O:38])=[O:37])[C:29]1[CH:34]=[CH:33][CH:32]=[CH:31][CH:30]=1. The catalyst class is: 4. Reactant: [NH:1]1[CH2:6][CH2:5][CH:4]([N:7]2[C:12]3[C:13]4[CH:19]=[CH:18][N:17]([CH2:20][O:21][CH2:22][CH2:23][Si:24]([CH3:27])([CH3:26])[CH3:25])[C:14]=4[N:15]=[CH:16][C:11]=3[CH2:10][NH:9][C:8]2=[O:28])[CH2:3][CH2:2]1.[C:29]1([CH2:35][S:36](Cl)(=[O:38])=[O:37])[CH:34]=[CH:33][CH:32]=[CH:31][CH:30]=1.C(N(CC)CC)C.O. (4) Reactant: [N+:1]([C:4]1[CH:9]=[CH:8][C:7]([C:10]2[S:14][C:13]([CH:15]3[CH2:20][CH2:19][CH:18]([CH2:21][C:22]([OH:24])=O)[CH2:17][CH2:16]3)=[N:12][CH:11]=2)=[CH:6][CH:5]=1)([O-:3])=[O:2].C(Cl)(=O)C(Cl)=O.[OH:31][NH:32][C:33](=[NH:35])[CH3:34]. Product: [OH:31]/[N:32]=[C:33](/[NH:35][C:22](=[O:24])[CH2:21][CH:18]1[CH2:17][CH2:16][CH:15]([C:13]2[S:14][C:10]([C:7]3[CH:8]=[CH:9][C:4]([N+:1]([O-:3])=[O:2])=[CH:5][CH:6]=3)=[CH:11][N:12]=2)[CH2:20][CH2:19]1)\[CH3:34]. The catalyst class is: 68. (5) Reactant: [OH:1][C:2]1[CH:3]=[C:4]([CH:7]=[CH:8][CH:9]=1)[CH:5]=O.[NH:10]1[CH:14]=[CH:13][CH:12]=[CH:11]1. Product: [OH:1][C:2]1[CH:3]=[C:4]([C:5]2[C:14]3[NH:10][C:11]([C:5]([C:4]4[CH:7]=[CH:8][CH:9]=[C:2]([OH:1])[CH:3]=4)=[C:11]4[N:10]=[C:14]([C:5]([C:4]5[CH:7]=[CH:8][CH:9]=[C:2]([OH:1])[CH:3]=5)=[C:11]5[NH:10][C:14](=[C:5]([C:4]6[CH:7]=[CH:8][CH:9]=[C:2]([OH:1])[CH:3]=6)[C:11]6[CH:12]=[CH:13][C:14]=2[N:10]=6)[CH:13]=[CH:12]5)[CH:13]=[CH:12]4)=[CH:12][CH:13]=3)[CH:7]=[CH:8][CH:9]=1. The catalyst class is: 796. (6) Reactant: [Br:1][C:2]1[C:6]2[C:7]([NH2:19])=[N:8][CH:9]=[C:10]([C:11]3[CH:16]=[CH:15][CH:14]=[C:13]([CH2:17]Cl)[CH:12]=3)[C:5]=2[S:4][CH:3]=1.[CH3:20][N:21]1[CH2:26][CH2:25][NH:24][CH2:23][CH2:22]1.C([O-])([O-])=[O:28].[K+].[K+]. Product: [NH4+:8].[OH-:28].[Br:1][C:2]1[C:6]2[C:7]([NH2:19])=[N:8][CH:9]=[C:10]([C:11]3[CH:16]=[CH:15][CH:14]=[C:13]([CH2:17][N:24]4[CH2:25][CH2:26][N:21]([CH3:20])[CH2:22][CH2:23]4)[CH:12]=3)[C:5]=2[S:4][CH:3]=1. The catalyst class is: 3. (7) The catalyst class is: 579. Reactant: [CH3:1][C:2]1[CH:7]=[CH:6][N:5]=[C:4]([NH:8][CH2:9][CH:10]2[CH2:30][CH2:29][C:13]3([C:21]4[C:16](=[CH:17][CH:18]=[CH:19][CH:20]=4)[N:15]([C:22]([O:24][C:25]([CH3:28])([CH3:27])[CH3:26])=[O:23])[CH2:14]3)[CH2:12][CH2:11]2)[C:3]=1[N+:31]([O-])=O. Product: [NH2:31][C:3]1[C:4]([NH:8][CH2:9][CH:10]2[CH2:11][CH2:12][C:13]3([C:21]4[C:16](=[CH:17][CH:18]=[CH:19][CH:20]=4)[N:15]([C:22]([O:24][C:25]([CH3:26])([CH3:27])[CH3:28])=[O:23])[CH2:14]3)[CH2:29][CH2:30]2)=[N:5][CH:6]=[CH:7][C:2]=1[CH3:1].